Dataset: Full USPTO retrosynthesis dataset with 1.9M reactions from patents (1976-2016). Task: Predict the reactants needed to synthesize the given product. (1) The reactants are: [H-].[Na+].C(OP([CH2:11][C:12]#[N:13])(=O)OCC)C.[Cl:14][C:15]1[CH:20]=[C:19]([Cl:21])[CH:18]=[CH:17][C:16]=1[C:22]1[C:30]2[C:26](=[C:27]([CH:32]=O)[N:28]([CH3:31])[N:29]=2)[CH:25]=[CH:24][CH:23]=1.[Cl-].[NH4+]. Given the product [Cl:14][C:15]1[CH:20]=[C:19]([Cl:21])[CH:18]=[CH:17][C:16]=1[C:22]1[C:30]2[C:26](=[C:27]([CH:32]=[CH:11][C:12]#[N:13])[N:28]([CH3:31])[N:29]=2)[CH:25]=[CH:24][CH:23]=1, predict the reactants needed to synthesize it. (2) Given the product [BrH:11].[F:1][C:2]1[C:3]([Br:13])=[N:4][CH:5]=[CH:6][C:7]=1[C:8](=[O:10])[CH3:9], predict the reactants needed to synthesize it. The reactants are: [F:1][C:2]1[CH:3]=[N:4][CH:5]=[CH:6][C:7]=1[C:8](=[O:10])[CH3:9].[Br:11]Br.[BrH:13].CC(O)=O.